This data is from Experimentally validated miRNA-target interactions with 360,000+ pairs, plus equal number of negative samples. The task is: Binary Classification. Given a miRNA mature sequence and a target amino acid sequence, predict their likelihood of interaction. (1) The miRNA is hsa-miR-668-3p with sequence UGUCACUCGGCUCGGCCCACUAC. The protein sequence of the target gene is MSVRTLPLLFLNLGGEMLYVLDQRLRAQNIPGDKARKVLNDIISTMFNRKFMDELFKPQELYSKKALRTVYDRLAHASIMRLNQASMDKLYDLMTMAFKYQVLLCPRPKDVLLVTFNHLDAIKGFVQDSPTVIHQVDETFRQLSEVYGKLSEGEFQLIRQTLLNFFQDLHIRVSTFLKDKVQNSNGRFVLPVSGPVPWGTEVPGVIRVFSVKGKEVKKMKFRHGGDYVAAQKEGSFELYGDRVLKLGTNMYSASRPVETHMSATSKNAASRAQENIVPNPLAKEELNFLARLMGGMEIKK.... Result: 0 (no interaction). (2) The miRNA is hsa-miR-6744-3p with sequence GGGCCUCUCUUGUCAUCCUGCAG. The protein sequence of the target gene is MKMSIRTPPRLLELAGRSVLRDQALAMSTLEELPTELFPPLFMEAFSRRRCEALKLMVQAWPFRRLPLRPLIKMPCLETFQAVLNGLDALLTHGVRPRRWKLQVLDLQDVCENFWMVWSEAMARGCFLNAKRNKKPVQDCPRMRGRQPLTVFVELWLKNRTLDEHLTCLLLWVKQRKDLLHLCCKKLKILGMPFRNIRSILKMVNLDCIQEVEVNCKWVLPILTQFTPYLGHMRNLQKLVLSHMDVSRYVSPEQKKEIVTQFTTQFLKLHCLQKLYMNSVSFLEGHLDQLLSCLKTSLKV.... Result: 0 (no interaction). (3) The miRNA is mmu-miR-3067-5p with sequence AGUUCUCAGGCCCGCUGUGGUGU. The protein sequence of the target gene is MAPGVARGPTPYWRLRLGGAALLLLLIPVAAAQEPPGAACSQNTNKTCEECLKNVSCLWCNTNKACLDYPVTSVLPPASLCKLSSARWGVCWVNFEALIITMSVVGGTLLLGIAICCCCCCRRKRSRKPDRSEEKAMREREERRIRQEERRAEMKTRHDEIRKKYGLFKEENPYARFENN. Result: 0 (no interaction). (4) The miRNA is mmu-miR-488-5p with sequence CCCAGAUAAUAGCACUCUCAA. The protein sequence of the target gene is MRTLAILAAILLVALQAQAEPLQARADEVAAAPEQIAADIPEVVVSLAWDESLAPKHPGSRKNMACYCRIPACIAGERRYGTCIYQGRLWAFCC. Result: 0 (no interaction). (5) The miRNA is mmu-miR-6927-3p with sequence CCUGAGCUGGCUCCCCUGCAG. The protein sequence of the target gene is MAAAGAAATDLEVVRGKRSALFFAAVAILLGLPLWWKTTETYRAPLPYSDISGLNALLLRLMVPVTVVFTRDSVPLDDQEKLPFTVVHEREIPLKYKMKIKCRFQKAYRRALEHEEEALSLGSVHEAEAMLAEPEKQAEGSLTVYVISEHSSLLPQDMMSYIGPERTAVVRGLIHREAFNIIGRRIVQVAQAMSLTEDVLAAALADHLPEDKWSSDKRRPLKSSLGYEITFSLLNPDPKSHDVHWDIEGAVQRFVQPFLNRLSVAGNFSVDSQILYYAMLGVNPRFDPASSSYSLAMHSL.... Result: 0 (no interaction). (6) The miRNA is hsa-miR-6724-5p with sequence CUGGGCCCGCGGCGGGCGUGGGG. The protein sequence of the target gene is MKITRQKHAKKHLGFFRNNFGVREPYQILLDGTFCQAALRGRIQLREQLPRYLMGETQLCTTRCVLKELETLGKDLYGAKLIAQKCQVRNCPHFKNAVSGSECLLSMVEEGNPHHYFVATQDQNLSVKVKKKPGVPLMFIIQNTMVLDKPSPKTIAFVKAVESGQLVSVHEKESIKHLKEEQGLVKNTEQSRRKKRKKISGPNPLSCLKKKKKAPDTQSSASEKKRKRKRIRNRSNPKVLSEKQNAEGE. Result: 0 (no interaction).